Predict the product of the given reaction. From a dataset of Forward reaction prediction with 1.9M reactions from USPTO patents (1976-2016). (1) Given the reactants C(O[N:5]1[CH:9]=[C:8](C(C)(C)C)[N:7]=[C:6]1[N+:14]([O-:16])=[O:15])(=O)C.[C:17]([OH:23])([C:19](F)(F)F)=[O:18], predict the reaction product. The product is: [N+:14]([C:6]1[N:5]([CH2:19][C:17]([OH:23])=[O:18])[CH:9]=[CH:8][N:7]=1)([O-:16])=[O:15]. (2) Given the reactants [C:1]1([CH2:7][N:8]2[CH2:13][CH2:12][N:11]([CH2:14][C:15]3[CH:20]=[CH:19][CH:18]=[CH:17][CH:16]=3)[CH2:10][CH:9]2[CH:21]=O)[CH:6]=[CH:5][CH:4]=[CH:3][CH:2]=1.[CH2:23]([NH2:25])[CH3:24], predict the reaction product. The product is: [CH2:7]([N:8]1[CH2:13][CH2:12][N:11]([CH2:14][C:15]2[CH:20]=[CH:19][CH:18]=[CH:17][CH:16]=2)[CH2:10][CH:9]1[CH:21]=[N:25][CH2:23][CH3:24])[C:1]1[CH:6]=[CH:5][CH:4]=[CH:3][CH:2]=1. (3) Given the reactants [OH:1][C:2]1[CH:9]=[CH:8][C:5]([CH:6]=O)=[CH:4][CH:3]=1.[H-].[Na+].Br[CH2:13][CH2:14][O:15][Si](C(C)(C)C)(C)C.[CH3:23]N(C)C=O, predict the reaction product. The product is: [CH:6]([C:5]1[CH:8]=[CH:9][C:2]([O:1][CH2:13][CH2:14][OH:15])=[CH:3][CH:4]=1)=[CH2:23]. (4) Given the reactants [NH2:1][C:2]1[N:24]=[C:5]2[NH:6][C:7]([CH3:23])=[C:8]([C:18]([O:20][CH2:21][CH3:22])=[O:19])[CH:9]([C:10]3[CH:15]=[CH:14][C:13]([C:16]#[N:17])=[CH:12][CH:11]=3)[N:4]2[N:3]=1.[F:25][C:26]([F:37])([F:36])[C:27](O[C:27](=[O:28])[C:26]([F:37])([F:36])[F:25])=[O:28], predict the reaction product. The product is: [C:16]([C:13]1[CH:12]=[CH:11][C:10]([CH:9]2[N:4]3[N:3]=[C:2]([NH:1][C:27](=[O:28])[C:26]([F:37])([F:36])[F:25])[N:24]=[C:5]3[NH:6][C:7]([CH3:23])=[C:8]2[C:18]([O:20][CH2:21][CH3:22])=[O:19])=[CH:15][CH:14]=1)#[N:17].